From a dataset of Reaction yield outcomes from USPTO patents with 853,638 reactions. Predict the reaction yield, written as a fraction of the theoretical maximum amount of product (1.0 means a 100% yield; for example, 0.34 means a 34% yield). (1) The reactants are [CH:1]([C:4]1[CH:25]=[CH:24][C:7]([CH2:8][C:9]2[C:21]([CH3:22])=[CH:20][C:19]([CH3:23])=[CH:18][C:10]=2[O:11][C:12]([CH3:17])([CH3:16])[C:13](O)=[O:14])=[CH:6][CH:5]=1)([CH3:3])[CH3:2].C(Cl)(=O)C(Cl)=O.[Cl-].[Al+3].[Cl-].[Cl-]. The catalyst is C1COCC1.CN(C=O)C.ClCCl. The product is [CH:1]([C:4]1[CH:5]=[CH:6][C:7]([CH2:8][C:9]2[C:10]3[O:11][C:12]([CH3:17])([CH3:16])[C:13](=[O:14])[C:18]=3[C:19]([CH3:23])=[CH:20][C:21]=2[CH3:22])=[CH:24][CH:25]=1)([CH3:3])[CH3:2]. The yield is 0.640. (2) The reactants are Br[C:2]1[CH:3]=[CH:4][C:5]2[N:9]=[CH:8][N:7]([C:10]3[N:15]=[C:14]([NH2:16])[CH:13]=[CH:12][N:11]=3)[C:6]=2[CH:17]=1.N1CCCCC1.[S:24]1[CH:28]=[CH:27][N:26]=[C:25]1[C:29]([OH:33])([C:31]#[CH:32])[CH3:30]. The catalyst is C1C=CC([P]([Pd]([P](C2C=CC=CC=2)(C2C=CC=CC=2)C2C=CC=CC=2)([P](C2C=CC=CC=2)(C2C=CC=CC=2)C2C=CC=CC=2)[P](C2C=CC=CC=2)(C2C=CC=CC=2)C2C=CC=CC=2)(C2C=CC=CC=2)C2C=CC=CC=2)=CC=1.[Cu]I. The product is [NH2:16][C:14]1[CH:13]=[CH:12][N:11]=[C:10]([N:7]2[C:6]3[CH:17]=[C:2]([C:32]#[C:31][C:29]([C:25]4[S:24][CH:28]=[CH:27][N:26]=4)([OH:33])[CH3:30])[CH:3]=[CH:4][C:5]=3[N:9]=[CH:8]2)[N:15]=1. The yield is 0.115. (3) The reactants are [C:1](=O)([O-])[O-].[K+].[K+].[CH3:7][O:8][C:9]1[CH:14]=[CH:13][C:12]([C:15]23[N:32]([C:33]([C:35]4[C:36]([CH3:40])=[N:37][O:38][CH:39]=4)=[O:34])[CH2:31][CH2:30][N:16]2[C:17](=[O:29])[C:18]2[N:19]([CH:21]=[C:22]([C:24]4[NH:28][N:27]=[N:26][N:25]=4)[CH:23]=2)[CH2:20]3)=[CH:11][CH:10]=1.CI. The catalyst is CN(C=O)C. The product is [CH3:7][O:8][C:9]1[CH:10]=[CH:11][C:12]([C:15]23[N:32]([C:33]([C:35]4[C:36]([CH3:40])=[N:37][O:38][CH:39]=4)=[O:34])[CH2:31][CH2:30][N:16]2[C:17](=[O:29])[C:18]2[N:19]([CH:21]=[C:22]([C:24]4[N:25]([CH3:1])[N:26]=[N:27][N:28]=4)[CH:23]=2)[CH2:20]3)=[CH:13][CH:14]=1.[CH3:7][O:8][C:9]1[CH:10]=[CH:11][C:12]([C:15]23[N:32]([C:33]([C:35]4[C:36]([CH3:40])=[N:37][O:38][CH:39]=4)=[O:34])[CH2:31][CH2:30][N:16]2[C:17](=[O:29])[C:18]2[N:19]([CH:21]=[C:22]([C:24]4[N:25]=[N:26][N:27]([CH3:1])[N:28]=4)[CH:23]=2)[CH2:20]3)=[CH:13][CH:14]=1. The yield is 0.290. (4) The reactants are [CH2:1]([O:3][C:4]1[CH:5]=[C:6]([C@H:12]([N:17]2[C:21](=[O:22])[C:20]3=[CH:23][CH:24]=[CH:25][CH:26]=[C:19]3[C:18]2=[O:27])[CH2:13][C:14](O)=[O:15])[CH:7]=[CH:8][C:9]=1[O:10][CH3:11])[CH3:2].C(N1C=CN=C1)(N1C=CN=C1)=O.Cl.[NH2:41][OH:42]. The catalyst is O1CCCC1. The product is [CH2:1]([O:3][C:4]1[CH:5]=[C:6]([C@H:12]([N:17]2[C:21](=[O:22])[C:20]3=[CH:23][CH:24]=[CH:25][CH:26]=[C:19]3[C:18]2=[O:27])[CH2:13][C:14]([NH:41][OH:42])=[O:15])[CH:7]=[CH:8][C:9]=1[O:10][CH3:11])[CH3:2]. The yield is 0.910. (5) The reactants are CCN(C(C)C)C(C)C.[OH:10][C:11]1[CH:12]=[CH:13][CH:14]=[C:15]2[C:20]=1[O:19][C:18](=[O:21])[C:17]([C:22]([OH:24])=O)=[CH:16]2.CN(C(ON1N=NC2C=CC=NC1=2)=[N+](C)C)C.F[P-](F)(F)(F)(F)F.[CH3:49][O:50][C:51]1[CH:56]=[C:55]([O:57][CH3:58])[CH:54]=[CH:53][C:52]=1[C:59]1[CH:64]=[CH:63][CH:62]=[C:61]([NH2:65])[CH:60]=1. The catalyst is CN(C=O)C. The product is [CH3:49][O:50][C:51]1[CH:56]=[C:55]([O:57][CH3:58])[CH:54]=[CH:53][C:52]=1[C:59]1[CH:64]=[CH:63][CH:62]=[C:61]([NH:65][C:22]([C:17]2[C:18](=[O:21])[O:19][C:20]3[C:15]([CH:16]=2)=[CH:14][CH:13]=[CH:12][C:11]=3[OH:10])=[O:24])[CH:60]=1. The yield is 0.700.